This data is from Catalyst prediction with 721,799 reactions and 888 catalyst types from USPTO. The task is: Predict which catalyst facilitates the given reaction. (1) Reactant: Cl[C:2]1[CH:7]=[C:6]([C:8]2[C:9]([Cl:14])=[N:10][CH:11]=[CH:12][CH:13]=2)[N:5]=[CH:4][N:3]=1.[CH3:15][O:16][C:17]1[CH:24]=[C:23]([O:25][CH3:26])[CH:22]=[CH:21][C:18]=1[CH2:19][NH2:20]. Product: [Cl:14][C:9]1[C:8]([C:6]2[N:5]=[CH:4][N:3]=[C:2]([NH:20][CH2:19][C:18]3[CH:21]=[CH:22][C:23]([O:25][CH3:26])=[CH:24][C:17]=3[O:16][CH3:15])[CH:7]=2)=[CH:13][CH:12]=[CH:11][N:10]=1. The catalyst class is: 8. (2) Reactant: [CH2:1]([C:13]1[CH:14]=[C:15]([C:19]2[O:23][N:22]=[C:21]([C:24]3([C:27]([OH:29])=O)[CH2:26][CH2:25]3)[N:20]=2)[CH:16]=[CH:17][CH:18]=1)[CH2:2][CH2:3][CH2:4][CH2:5][CH2:6][CH2:7][CH2:8][CH2:9][CH2:10][CH2:11][CH3:12].C(OC(Cl)=O)C(C)C.[NH3:38]. Product: [CH2:1]([C:13]1[CH:14]=[C:15]([C:19]2[O:23][N:22]=[C:21]([C:24]3([C:27]([NH2:38])=[O:29])[CH2:26][CH2:25]3)[N:20]=2)[CH:16]=[CH:17][CH:18]=1)[CH2:2][CH2:3][CH2:4][CH2:5][CH2:6][CH2:7][CH2:8][CH2:9][CH2:10][CH2:11][CH3:12]. The catalyst class is: 61.